Task: Predict the reactants needed to synthesize the given product.. Dataset: Full USPTO retrosynthesis dataset with 1.9M reactions from patents (1976-2016) (1) Given the product [CH2:20]([C@@H:27]1[CH2:31][O:30][C:29](=[O:32])[N:28]1[C:33](=[O:43])[C@H:34]([CH2:38][S:39]([N:17]1[CH2:18][CH2:19][CH:14]([C:11]2[N:12]=[CH:13][C:8]([C:5]3[CH:6]=[CH:7][C:2]([Cl:1])=[CH:3][CH:4]=3)=[CH:9][N:10]=2)[CH2:15][CH2:16]1)(=[O:41])=[O:40])[CH:35]([CH3:37])[CH3:36])[C:21]1[CH:26]=[CH:25][CH:24]=[CH:23][CH:22]=1, predict the reactants needed to synthesize it. The reactants are: [Cl:1][C:2]1[CH:7]=[CH:6][C:5]([C:8]2[CH:9]=[N:10][C:11]([CH:14]3[CH2:19][CH2:18][NH:17][CH2:16][CH2:15]3)=[N:12][CH:13]=2)=[CH:4][CH:3]=1.[CH2:20]([C@@H:27]1[CH2:31][O:30][C:29](=[O:32])[N:28]1[C:33](=[O:43])[C@H:34]([CH2:38][S:39](Cl)(=[O:41])=[O:40])[CH:35]([CH3:37])[CH3:36])[C:21]1[CH:26]=[CH:25][CH:24]=[CH:23][CH:22]=1. (2) Given the product [CH3:1][C:2]1[CH:7]=[C:6]([N:8]2[CH2:12][CH2:11][CH:10]([N:13]3[CH2:17][CH2:16][CH2:15][CH:14]3[CH3:18])[CH2:9]2)[CH:5]=[CH:4][C:3]=1[NH:19][C:30](=[O:31])[C:29]1[CH:33]=[CH:34][C:26]([N:20]2[CH2:21][CH2:22][O:23][CH2:24][CH2:25]2)=[N:27][CH:28]=1, predict the reactants needed to synthesize it. The reactants are: [CH3:1][C:2]1[CH:7]=[C:6]([N:8]2[CH2:12][CH2:11][CH:10]([N:13]3[CH2:17][CH2:16][CH2:15][CH:14]3[CH3:18])[CH2:9]2)[CH:5]=[CH:4][C:3]=1[NH2:19].[N:20]1([C:26]2[CH:34]=[CH:33][C:29]([C:30](O)=[O:31])=[CH:28][N:27]=2)[CH2:25][CH2:24][O:23][CH2:22][CH2:21]1. (3) Given the product [CH3:8][O:9][C:10](=[O:25])[C@H:11]([CH2:18][C:19]1[CH:24]=[CH:23][CH:22]=[CH:21][CH:20]=1)[NH:12][C:13](=[O:17])[C@H:14]([CH3:16])[NH:15][C:5](=[O:7])[CH2:4][CH:1]1[CH2:2][CH2:3]1, predict the reactants needed to synthesize it. The reactants are: [CH:1]1([CH2:4][C:5]([OH:7])=O)[CH2:3][CH2:2]1.[CH3:8][O:9][C:10](=[O:25])[C@H:11]([CH2:18][C:19]1[CH:24]=[CH:23][CH:22]=[CH:21][CH:20]=1)[NH:12][C:13](=[O:17])[C@H:14]([CH3:16])[NH2:15]. (4) Given the product [CH2:48]([C@H:32]([NH:31][C:27]([C:24]1[N:13]2[CH2:14][CH2:15][N:16]([CH:17]([CH2:18][CH2:19][CH3:20])[CH2:21][CH2:22][CH3:23])[C:11](=[O:10])[C:12]2=[CH:26][CH:25]=1)=[O:29])[C@H:33]([OH:47])[CH2:34][NH:35][CH2:36][C:37]1[CH:42]=[CH:41][CH:40]=[C:39]([C:43]([F:44])([F:45])[F:46])[CH:38]=1)[C:49]1[CH:54]=[CH:53][CH:52]=[CH:51][CH:50]=1, predict the reactants needed to synthesize it. The reactants are: C(N(CC)C(C)C)(C)C.[O:10]=[C:11]1[N:16]([CH:17]([CH2:21][CH2:22][CH3:23])[CH2:18][CH2:19][CH3:20])[CH2:15][CH2:14][N:13]2[C:24]([C:27]([OH:29])=O)=[CH:25][CH:26]=[C:12]12.Cl.[NH2:31][C@@H:32]([CH2:48][C:49]1[CH:54]=[CH:53][CH:52]=[CH:51][CH:50]=1)[C@H:33]([OH:47])[CH2:34][NH:35][CH2:36][C:37]1[CH:42]=[CH:41][CH:40]=[C:39]([C:43]([F:46])([F:45])[F:44])[CH:38]=1.Cl.CN(C)CCCN=C=NCC. (5) The reactants are: Br[C:2]1[CH:7]=[CH:6][CH:5]=[CH:4][C:3]=1[CH:8]([C:14]1[CH:19]=[CH:18][CH:17]=[CH:16][CH:15]=1)[CH2:9][O:10][CH2:11][O:12][CH3:13].[B:20]1([B:20]2[O:24][C:23]([CH3:26])([CH3:25])[C:22]([CH3:28])([CH3:27])[O:21]2)[O:24][C:23]([CH3:26])([CH3:25])[C:22]([CH3:28])([CH3:27])[O:21]1.C([O-])(=O)C.[K+]. Given the product [CH3:13][O:12][CH2:11][O:10][CH2:9][CH:8]([C:3]1[CH:4]=[CH:5][CH:6]=[CH:7][C:2]=1[B:20]1[O:24][C:23]([CH3:26])([CH3:25])[C:22]([CH3:28])([CH3:27])[O:21]1)[C:14]1[CH:19]=[CH:18][CH:17]=[CH:16][CH:15]=1, predict the reactants needed to synthesize it. (6) Given the product [C:29]([OH:32])(=[O:31])[CH3:30].[N:1]12[CH2:6][CH2:5][CH:4]([CH2:7][CH2:8]1)[C@@H:3]([NH:9][C:10]([C:12]1[O:13][C:14]3[C:20]([C:21]4[CH:26]=[CH:25][CH:24]=[CH:23][C:22]=4[O:27][CH3:28])=[CH:19][CH:18]=[CH:17][C:15]=3[CH:16]=1)=[O:11])[CH2:2]2, predict the reactants needed to synthesize it. The reactants are: [N:1]12[CH2:8][CH2:7][CH:4]([CH2:5][CH2:6]1)[C@@H:3]([NH:9][C:10]([C:12]1[O:13][C:14]3[C:20]([C:21]4[CH:26]=[CH:25][CH:24]=[CH:23][C:22]=4[O:27][CH3:28])=[CH:19][CH:18]=[CH:17][C:15]=3[CH:16]=1)=[O:11])[CH2:2]2.[C:29]([OH:32])(=[O:31])[CH3:30].